From a dataset of Full USPTO retrosynthesis dataset with 1.9M reactions from patents (1976-2016). Predict the reactants needed to synthesize the given product. (1) Given the product [CH3:1][O:2][CH2:3][CH2:4][S:5]([N:8]1[CH2:9][CH2:10][N:11]([C:14]2[CH:15]=[CH:16][C:17]([N:20]3[C:29]4[C:24](=[CH:25][CH:26]=[CH:27][CH:28]=4)[NH:23][CH2:22][CH2:21]3)=[CH:18][CH:19]=2)[CH2:12][CH2:13]1)(=[O:7])=[O:6], predict the reactants needed to synthesize it. The reactants are: [CH3:1][O:2][CH2:3][CH2:4][S:5]([N:8]1[CH2:13][CH2:12][N:11]([C:14]2[CH:19]=[CH:18][C:17]([N:20]3[C:29]4[C:24](=[CH:25][CH:26]=[CH:27][CH:28]=4)[N:23](C(O)=O)[CH2:22][CH2:21]3)=[CH:16][CH:15]=2)[CH2:10][CH2:9]1)(=[O:7])=[O:6].Cl.C(=O)([O-])O.[Na+]. (2) The reactants are: CC([C:5]1[C:13]([CH2:14][NH2:15])=[CH:12][CH:11]=[CH:10][C:6]=1[C:7]([O-:9])=[O:8])(C)C.[CH2:16]([CH:18]([CH2:21][CH3:22])[CH:19]=O)[CH3:17].[CH2:23]1[C:31]2[C:26](=[CH:27][CH:28]=[CH:29][CH:30]=2)[CH2:25][CH:24]1[C@@H:32]([NH:36][C:37]([O:39]CC1C=CC=CC=1)=O)[C:33]([OH:35])=O.[C:47]1([CH2:53]OC2C=CC=CC=2[N+]#[C-])[CH:52]=CC=C[CH:48]=1. Given the product [CH2:25]1[C:26]2[C:31](=[CH:30][CH:29]=[CH:28][CH:27]=2)[CH2:23][CH:24]1[C@H:32]1[NH:36][C:37](=[O:39])[C@@H:19]([CH:18]([CH2:21][CH3:22])[CH2:16][CH3:17])[N:15]([CH2:14][C:13]2[CH:5]=[C:6]([CH:10]=[CH:11][CH:12]=2)[C:7]([O:9][C:47]([CH3:53])([CH3:52])[CH3:48])=[O:8])[C:33]1=[O:35], predict the reactants needed to synthesize it. (3) Given the product [NH2:1][C:2](=[O:29])[CH2:3][O:4][CH2:5][C:6]1[N:10]=[C:9]([C@H:11]([CH2:20][CH2:21][CH2:22][CH:23]2[CH2:24][CH2:25][CH2:26][CH2:27][CH2:28]2)[CH2:12][C:13]([OH:15])=[O:14])[O:8][N:7]=1, predict the reactants needed to synthesize it. The reactants are: [NH2:1][C:2](=[O:29])[CH2:3][O:4][CH2:5][C:6]1[N:10]=[C:9]([C@H:11]([CH2:20][CH2:21][CH2:22][CH:23]2[CH2:28][CH2:27][CH2:26][CH2:25][CH2:24]2)[CH2:12][C:13]([O:15]C(C)(C)C)=[O:14])[O:8][N:7]=1.FC(F)(F)C(O)=O.